This data is from Catalyst prediction with 721,799 reactions and 888 catalyst types from USPTO. The task is: Predict which catalyst facilitates the given reaction. (1) Reactant: [Cl:1][C:2]1[N:7]=[CH:6][C:5]([C:8]([NH:12][C:13](=[O:19])[O:14][C:15]([CH3:18])([CH3:17])[CH3:16])([CH3:11])[CH:9]=[O:10])=[CH:4][CH:3]=1.[Cl:20][C:21]1[CH:26]=[CH:25][C:24]([Mg]Br)=[CH:23][C:22]=1[F:29].[Cl-].[NH4+]. Product: [Cl:20][C:21]1[CH:26]=[CH:25][C:24]([CH:9]([OH:10])[C:8]([NH:12][C:13](=[O:19])[O:14][C:15]([CH3:18])([CH3:17])[CH3:16])([C:5]2[CH:6]=[N:7][C:2]([Cl:1])=[CH:3][CH:4]=2)[CH3:11])=[CH:23][C:22]=1[F:29]. The catalyst class is: 7. (2) Reactant: CS(O[CH:6]([CH:18]1[CH2:20][CH2:19]1)[CH2:7][CH2:8][C:9]1[CH:14]=[CH:13][CH:12]=[CH:11][C:10]=1[N+:15]([O-:17])=[O:16])(=O)=O.C([O-])(C)(C)C.[K+]. Product: [N+:15]([C:10]1[CH:11]=[CH:12][CH:13]=[CH:14][C:9]=1[CH:8]1[CH2:7][CH:6]1[CH:18]1[CH2:20][CH2:19]1)([O-:17])=[O:16]. The catalyst class is: 16. (3) Reactant: [Cl:1][C:2]1[CH:7]=[CH:6][C:5]([C:8]([C:11]2[N:15]([C:16]3[CH:21]=[CH:20][C:19]([F:22])=[CH:18][CH:17]=3)[C:14]([NH2:23])=[N:13][CH:12]=2)([CH3:10])[CH3:9])=[CH:4][C:3]=1[O:24][CH3:25].N1C=CC=CC=1.[Cl:32][C:33]1[CH:41]=[CH:40][CH:39]=[C:38]([F:42])[C:34]=1[C:35](Cl)=[O:36]. Product: [Cl:32][C:33]1[CH:41]=[CH:40][CH:39]=[C:38]([F:42])[C:34]=1[C:35]([NH:23][C:14]1[N:15]([C:16]2[CH:21]=[CH:20][C:19]([F:22])=[CH:18][CH:17]=2)[C:11]([C:8]([C:5]2[CH:6]=[CH:7][C:2]([Cl:1])=[C:3]([O:24][CH3:25])[CH:4]=2)([CH3:10])[CH3:9])=[CH:12][N:13]=1)=[O:36]. The catalyst class is: 2. (4) Reactant: [CH3:1][O:2][C:3](=[O:31])[CH:4]([C:9]1[CH:14]=[C:13](OS(C(F)(F)F)(=O)=O)[CH:12]=[C:11](OS(C(F)(F)F)(=O)=O)[CH:10]=1)[CH2:5][CH:6]([CH3:8])[CH3:7].[F:32][C:33]1[CH:34]=[C:35](B(O)O)[CH:36]=[C:37]([F:39])[CH:38]=1.C([O-])([O-])=O.[K+].[K+].CO[CH2:51][CH2:52]OC. Product: [CH3:1][O:2][C:3](=[O:31])[CH:4]([C:9]1[CH:10]=[C:11]([C:52]2[CH:51]=[C:37]([F:39])[CH:38]=[C:33]([F:32])[CH:34]=2)[CH:12]=[C:13]([C:35]2[CH:34]=[C:33]([F:32])[CH:38]=[C:37]([F:39])[CH:36]=2)[CH:14]=1)[CH2:5][CH:6]([CH3:7])[CH3:8]. The catalyst class is: 518. (5) Reactant: [CH3:1][O:2][C:3]1[CH:40]=[CH:39][C:6]([C:7]([O:22][CH2:23][C@H:24]2[O:28][C@@H:27]([N:29]3[CH:36]=[CH:35][C:33](=[O:34])[NH:32][C:30]3=[O:31])[C@H:26]([OH:37])[C@@H:25]2[OH:38])([C:16]2[CH:21]=[CH:20][CH:19]=[CH:18][CH:17]=2)[C:8]2[CH:13]=[CH:12][C:11]([O:14][CH3:15])=[CH:10][CH:9]=2)=[CH:5][CH:4]=1.C(N(C(C)C)CC)(C)C.[C:50]([CH2:52][CH2:53][O:54][CH2:55]Cl)#[N:51].C(=O)(O)[O-].[Na+]. Product: [CH3:15][O:14][C:11]1[CH:12]=[CH:13][C:8]([C:7]([O:22][CH2:23][C@H:24]2[O:28][C@@H:27]([N:29]3[CH:36]=[CH:35][C:33](=[O:34])[NH:32][C:30]3=[O:31])[C@H:26]([O:37][CH2:55][O:54][CH2:53][CH2:52][C:50]#[N:51])[C@@H:25]2[OH:38])([C:16]2[CH:17]=[CH:18][CH:19]=[CH:20][CH:21]=2)[C:6]2[CH:39]=[CH:40][C:3]([O:2][CH3:1])=[CH:4][CH:5]=2)=[CH:9][CH:10]=1. The catalyst class is: 26. (6) Reactant: [Si](OS(C(F)(F)F)(=O)=O)(C)(C)C.[S:13]1[CH2:18][CH2:17][C:16](=O)[CH2:15][CH2:14]1.[Br:20][C:21]1[CH:22]=[C:23]2[C:27](=[C:28]([C:30]([O:32][CH2:33]C)=[O:31])[CH:29]=1)[NH:26][CH:25]=[CH:24]2.C([SiH](CC)CC)C.C([O-])([O-])=O.[Na+].[Na+]. The catalyst class is: 2. Product: [Br:20][C:21]1[CH:22]=[C:23]2[C:27](=[C:28]([C:30]([O:32][CH3:33])=[O:31])[CH:29]=1)[NH:26][CH:25]=[C:24]2[CH:16]1[CH2:17][CH2:18][S:13][CH2:14][CH2:15]1. (7) The catalyst class is: 58. Product: [NH2:16][C:4]1[N:3]=[C:2]([Cl:1])[N:7]=[C:6]([C:8]2[O:9][CH:10]=[CH:11][CH:12]=2)[C:5]=1[O:13][CH3:14]. Reactant: [Cl:1][C:2]1[N:7]=[C:6]([C:8]2[O:9][CH:10]=[CH:11][CH:12]=2)[C:5]([O:13][CH3:14])=[C:4](Cl)[N:3]=1.[NH3:16].